This data is from Forward reaction prediction with 1.9M reactions from USPTO patents (1976-2016). The task is: Predict the product of the given reaction. (1) Given the reactants [CH3:1][O:2][P:3]([CH3:7])(=[O:6])[O:4][CH3:5].[Li]CCCC.C[O:14][C:15](=O)[C:16]1[CH:21]=[CH:20][CH:19]=[C:18]([CH2:22][C:23]2[CH:28]=[CH:27][CH:26]=[CH:25][CH:24]=2)[CH:17]=1, predict the reaction product. The product is: [CH3:1][O:2][P:3]([CH2:7][C:15]([C:16]1[CH:21]=[CH:20][CH:19]=[C:18]([CH2:22][C:23]2[CH:28]=[CH:27][CH:26]=[CH:25][CH:24]=2)[CH:17]=1)=[O:14])(=[O:6])[O:4][CH3:5]. (2) Given the reactants CN1CCOCC1.[OH:8][C:9]1[CH:10]=[C:11]([N:15]2[CH2:20][CH2:19][NH:18][CH2:17][CH2:16]2)[CH:12]=[CH:13][CH:14]=1.F[P-](F)(F)(F)(F)F.N1(O[P+](N(C)C)(N(C)C)N(C)C)C2C=CC=CC=2N=N1.O.[CH:49]1[C:62]2[C:53](=[N:54][C:55]3[C:60]([C:61]=2[C:63](O)=[O:64])=[CH:59][CH:58]=[CH:57][CH:56]=3)[CH:52]=[CH:51][CH:50]=1, predict the reaction product. The product is: [CH:59]1[C:60]2[C:55](=[N:54][C:53]3[C:62]([C:61]=2[C:63]([N:18]2[CH2:19][CH2:20][N:15]([C:11]4[CH:12]=[CH:13][CH:14]=[C:9]([OH:8])[CH:10]=4)[CH2:16][CH2:17]2)=[O:64])=[CH:49][CH:50]=[CH:51][CH:52]=3)[CH:56]=[CH:57][CH:58]=1.